This data is from Reaction yield outcomes from USPTO patents with 853,638 reactions. The task is: Predict the reaction yield, written as a fraction of the theoretical maximum amount of product (1.0 means a 100% yield; for example, 0.34 means a 34% yield). (1) The reactants are Br[C:2]1[S:6][C:5]2[CH:7]=[CH:8][CH:9]=[CH:10][C:4]=2[CH:3]=1.[N:11]1[CH:16]=[CH:15][CH:14]=[CH:13][CH:12]=1.[Cu]C#N.C(N)CN. The catalyst is CN(C)C=O.O. The product is [C:12]([C:10]1[C:4]2[CH:3]=[CH:2][S:6][C:5]=2[CH:7]=[CH:8][CH:9]=1)#[N:11].[C:16]([C:15]1[CH:14]=[CH:13][C:12]2[CH:3]=[CH:2][S:6][C:5]=2[CH:4]=1)#[N:11]. The yield is 0.390. (2) The reactants are [C:1]([O:5][C:6](=[O:13])[NH:7][C@H:8]([C:10](=O)[NH2:11])[CH3:9])([CH3:4])([CH3:3])[CH3:2].F[B-](F)(F)F.C([O+](CC)CC)C.N[C:27]1[C:28]([NH:36][C:37]2[CH:42]=[CH:41][CH:40]=[CH:39][N:38]=2)=[C:29]([C:32]([F:35])=[CH:33][CH:34]=1)[C:30]#[N:31]. The catalyst is C(Cl)Cl. The product is [C:1]([O:5][C:6](=[O:13])[NH:7][C@H:8]([C:10]1[N:36]([C:37]2[CH:42]=[CH:41][CH:40]=[CH:39][N:38]=2)[C:28]2[C:29]([C:30]#[N:31])=[C:32]([F:35])[CH:33]=[CH:34][C:27]=2[N:11]=1)[CH3:9])([CH3:4])([CH3:3])[CH3:2]. The yield is 0.540.